This data is from Reaction yield outcomes from USPTO patents with 853,638 reactions. The task is: Predict the reaction yield, written as a fraction of the theoretical maximum amount of product (1.0 means a 100% yield; for example, 0.34 means a 34% yield). (1) The reactants are [N+:1]([C:4]1[CH:9]=[CH:8][C:7]([C:10]2[S:11][C:12]3[CH:18]=[C:17]([OH:19])[CH:16]=[CH:15][C:13]=3[N:14]=2)=[CH:6][CH:5]=1)([O-:3])=[O:2].[H-].[Na+].[C:22](Cl)(=[O:24])[CH3:23]. The catalyst is C1COCC1. The product is [C:22]([O:19][C:17]1[CH:16]=[CH:15][C:13]2[N:14]=[C:10]([C:7]3[CH:6]=[CH:5][C:4]([N+:1]([O-:3])=[O:2])=[CH:9][CH:8]=3)[S:11][C:12]=2[CH:18]=1)(=[O:24])[CH3:23]. The yield is 0.740. (2) The reactants are Cl[C:2](Cl)=[CH:3][C:4]([C:6]1[C:7]([Cl:14])=[N:8][C:9]([CH3:13])=[CH:10][C:11]=1[Cl:12])=[O:5].[NH2:16][C:17]1[CH:22]=[CH:21][CH:20]=[CH:19][CH:18]=1. The catalyst is O1CCOCC1. The product is [NH:16]([C:2]([NH:16][C:17]1[CH:22]=[CH:21][CH:20]=[CH:19][CH:18]=1)=[CH:3][C:4]([C:6]1[C:7]([Cl:14])=[N:8][C:9]([CH3:13])=[CH:10][C:11]=1[Cl:12])=[O:5])[C:17]1[CH:22]=[CH:21][CH:20]=[CH:19][CH:18]=1. The yield is 0.990. (3) The reactants are [I:1][C:2]1[CH:3]=[C:4]2[C:8](=[CH:9][CH:10]=1)[NH:7][C:6](=[O:11])[C:5]2=[O:12].C1CCN2C(=NCCC2)CC1.Br[CH2:25][CH2:26][CH2:27][C:28]([O:30][CH3:31])=[O:29]. The catalyst is C1COCC1. The product is [I:1][C:2]1[CH:3]=[C:4]2[C:8](=[CH:9][CH:10]=1)[N:7]([CH2:25][CH2:26][CH2:27][C:28]([O:30][CH3:31])=[O:29])[C:6](=[O:11])[C:5]2=[O:12]. The yield is 0.710. (4) The reactants are [Br:1][C:2]1[CH:3]=[C:4]([N:8]2[C:12]([NH2:13])=[CH:11][C:10]([C:14]([CH3:17])([CH3:16])[CH3:15])=[N:9]2)[CH:5]=[CH:6][CH:7]=1.[C:18](O[C:18]([O:20][C:21]([CH3:24])([CH3:23])[CH3:22])=[O:19])([O:20][C:21]([CH3:24])([CH3:23])[CH3:22])=[O:19]. The catalyst is CN(C1C=CN=CC=1)C.C(Cl)Cl. The product is [C:21]([O:20][C:18]([N:13]([C:12]1[N:8]([C:4]2[CH:5]=[CH:6][CH:7]=[C:2]([Br:1])[CH:3]=2)[N:9]=[C:10]([C:14]([CH3:17])([CH3:16])[CH3:15])[CH:11]=1)[C:18]([O:20][C:21]([CH3:24])([CH3:23])[CH3:22])=[O:19])=[O:19])([CH3:24])([CH3:23])[CH3:22]. The yield is 0.780. (5) The reactants are [C:1]([Br:5])(Br)(Br)[Br:2].C1C=CC(P(C2C=CC=CC=2)C2C=CC=CC=2)=CC=1.CCN(CC)CC.[F:32][C:33]1[CH:40]=[CH:39][C:36]([CH:37]=O)=[C:35]([OH:41])[CH:34]=1. The catalyst is ClCCl. The product is [Br:2][C:1]([Br:5])=[CH:37][C:36]1[CH:39]=[CH:40][C:33]([F:32])=[CH:34][C:35]=1[OH:41]. The yield is 0.270. (6) The reactants are [I:1][C:2]1[CH:17]=[C:16]([N+:18]([O-])=O)[CH:15]=[CH:14][C:3]=1[CH2:4][CH2:5][NH:6][C:7](=[O:13])[O:8][C:9]([CH3:12])([CH3:11])[CH3:10].CO.C(O)(=O)C.C(=O)([O-])[O-].[Na+].[Na+]. The catalyst is C(OCC)(=O)C.[Fe]. The product is [NH2:18][C:16]1[CH:15]=[CH:14][C:3]([CH2:4][CH2:5][NH:6][C:7](=[O:13])[O:8][C:9]([CH3:10])([CH3:11])[CH3:12])=[C:2]([I:1])[CH:17]=1. The yield is 0.910. (7) The reactants are BrC1C=CC(O)=C([C:8]2[CH:17]=[CH:16][C:15]3[C:10](=[CH:11][CH:12]=[C:13]([C:18]4[N:22]([CH:23]5[CH2:28][CH2:27][CH2:26][CH2:25][CH2:24]5)[C:21]5[CH:29]=[CH:30][C:31]([C:33]([OH:35])=[O:34])=[CH:32][C:20]=5[N:19]=4)[CH:14]=3)[N:9]=2)C=1.C(OC(C1C=CC2N(C3CCCCC3)C(C3C=CC(N)=C(C=O)C=3)=NC=2C=1)=O)C.[Cl:66][C:67]1[CH:72]=[CH:71][C:70]([C:73]2[S:74][C:75](C(=O)C)=[C:76]([CH3:78])[N:77]=2)=[CH:69][CH:68]=1.[OH-].[K+]. The catalyst is C(O)C. The product is [Cl:66][C:67]1[CH:68]=[CH:69][C:70]([C:73]2[S:74][C:75]([C:8]3[CH:17]=[CH:16][C:15]4[C:10](=[CH:11][CH:12]=[C:13]([C:18]5[N:22]([CH:23]6[CH2:24][CH2:25][CH2:26][CH2:27][CH2:28]6)[C:21]6[CH:29]=[CH:30][C:31]([C:33]([OH:35])=[O:34])=[CH:32][C:20]=6[N:19]=5)[CH:14]=4)[N:9]=3)=[C:76]([CH3:78])[N:77]=2)=[CH:71][CH:72]=1. The yield is 0.190.